This data is from Forward reaction prediction with 1.9M reactions from USPTO patents (1976-2016). The task is: Predict the product of the given reaction. (1) Given the reactants [C:1]([O:5][C:6]([NH:8][C@H:9]1[CH2:14][CH2:13][C@H:12]([C:15](O)=[O:16])[CH2:11][CH2:10]1)=[O:7])([CH3:4])([CH3:3])[CH3:2].CO, predict the reaction product. The product is: [OH:16][CH2:15][C@H:12]1[CH2:11][CH2:10][C@H:9]([NH:8][C:6](=[O:7])[O:5][C:1]([CH3:3])([CH3:2])[CH3:4])[CH2:14][CH2:13]1. (2) Given the reactants Cl.Cl.[NH:3]1[CH2:8][CH2:7][CH:6](/[CH:9]=[C:10]2/[C:11]([NH:16][CH2:17][C:18]#[CH:19])=[N:12][C:13](=[O:15])[S:14]/2)[CH2:5][CH2:4]1.[Br:20][C:21]1[CH:28]=[CH:27][C:24]([CH:25]=O)=[C:23]([C:29]([F:32])([F:31])[F:30])[CH:22]=1.C(N(CC)CC)C.C(O[BH-](OC(=O)C)OC(=O)C)(=O)C.[Na+], predict the reaction product. The product is: [Br:20][C:21]1[CH:28]=[CH:27][C:24]([CH2:25][N:3]2[CH2:8][CH2:7][CH:6](/[CH:9]=[C:10]3/[C:11]([NH:16][CH2:17][C:18]#[CH:19])=[N:12][C:13](=[O:15])[S:14]/3)[CH2:5][CH2:4]2)=[C:23]([C:29]([F:30])([F:31])[F:32])[CH:22]=1.